This data is from Full USPTO retrosynthesis dataset with 1.9M reactions from patents (1976-2016). The task is: Predict the reactants needed to synthesize the given product. (1) Given the product [Br:1][C:2]1[CH:7]=[C:6]([F:8])[C:5]([Cl:9])=[CH:4][C:3]=1[CH2:10][C:12]#[N:13], predict the reactants needed to synthesize it. The reactants are: [Br:1][C:2]1[CH:7]=[C:6]([F:8])[C:5]([Cl:9])=[CH:4][C:3]=1[CH2:10]Br.[C-:12]#[N:13].[Na+]. (2) Given the product [C:25]([O:24][C:21]1[CH:20]=[C:19]([C:16]2[CH:15]=[CH:14][C:13]([O:12][CH2:11][CH2:10][C:6]3[CH:7]=[CH:8][CH:9]=[C:4]([N+:1]([O-:3])=[O:2])[CH:5]=3)=[CH:18][CH:17]=2)[O:23][N:22]=1)(=[O:30])[C:26]([CH3:29])([CH3:28])[CH3:27], predict the reactants needed to synthesize it. The reactants are: [N+:1]([C:4]1[CH:5]=[C:6]([CH2:10][CH2:11][O:12][C:13]2[CH:18]=[CH:17][C:16]([C:19]3[O:23][N:22]=[C:21]([OH:24])[CH:20]=3)=[CH:15][CH:14]=2)[CH:7]=[CH:8][CH:9]=1)([O-:3])=[O:2].[C:25](Cl)(=[O:30])[C:26]([CH3:29])([CH3:28])[CH3:27]. (3) Given the product [CH3:14][N:15]([C:25]1[CH:30]=[CH:29][C:28]([C:31]([OH:36])([C:5]2[N:4]([CH2:3][O:2][CH3:1])[CH:8]=[CH:7][N:6]=2)[C:32]([F:34])([F:35])[F:33])=[CH:27][CH:26]=1)[S:16]([C:19]1[CH:20]=[CH:21][CH:22]=[CH:23][CH:24]=1)(=[O:18])=[O:17], predict the reactants needed to synthesize it. The reactants are: [CH3:1][O:2][CH2:3][N:4]1[CH:8]=[CH:7][N:6]=[CH:5]1.C([Li])CCC.[CH3:14][N:15]([C:25]1[CH:30]=[CH:29][C:28]([C:31](=[O:36])[C:32]([F:35])([F:34])[F:33])=[CH:27][CH:26]=1)[S:16]([C:19]1[CH:24]=[CH:23][CH:22]=[CH:21][CH:20]=1)(=[O:18])=[O:17]. (4) Given the product [CH3:1][O:2][C:3]1[CH:4]=[C:5]([CH:32]=[CH:33][C:34]=1[O:35][CH3:36])[CH2:6][CH:7]1[C:13]2[CH:14]=[C:15]([O:20][CH3:21])[C:16]([O:18][CH3:19])=[CH:17][C:12]=2[CH2:11][CH2:10][CH2:9][N:8]1[CH:22]([C:26]1[CH:27]=[CH:28][CH:29]=[CH:30][CH:31]=1)[C:23]([NH:49][CH2:48][C:41]1[C:42]2[C:47](=[CH:46][CH:45]=[CH:44][CH:43]=2)[N:39]([CH3:38])[N:40]=1)=[O:24], predict the reactants needed to synthesize it. The reactants are: [CH3:1][O:2][C:3]1[CH:4]=[C:5]([CH:32]=[CH:33][C:34]=1[O:35][CH3:36])[CH2:6][CH:7]1[C:13]2[CH:14]=[C:15]([O:20][CH3:21])[C:16]([O:18][CH3:19])=[CH:17][C:12]=2[CH2:11][CH2:10][CH2:9][N:8]1[CH:22]([C:26]1[CH:31]=[CH:30][CH:29]=[CH:28][CH:27]=1)[C:23](O)=[O:24].Cl.[CH3:38][N:39]1[C:47]2[C:42](=[CH:43][CH:44]=[CH:45][CH:46]=2)[C:41]([CH2:48][NH2:49])=[N:40]1. (5) Given the product [CH3:1][O:2][C:3]([C:5]1[S:6][C:7]([C:10](=[O:20])[NH:11][CH:12]([C:14]2[S:15][C:16]([C:24]3[CH:25]=[CH:26][CH:27]=[CH:28][C:23]=3[O:22][CH3:21])=[CH:17][CH:18]=2)[CH3:13])=[CH:8][CH:9]=1)=[O:4], predict the reactants needed to synthesize it. The reactants are: [CH3:1][O:2][C:3]([C:5]1[S:6][C:7]([C:10](=[O:20])[NH:11][CH:12]([C:14]2[S:15][C:16](Br)=[CH:17][CH:18]=2)[CH3:13])=[CH:8][CH:9]=1)=[O:4].[CH3:21][O:22][C:23]1[CH:28]=[CH:27][CH:26]=[CH:25][C:24]=1B(O)O. (6) Given the product [CH2:12]([C@H:8]1[C@H:9]([CH3:10])[O:11][C:6](=[O:19])[N:7]1[CH2:23][C:24]1[CH:29]=[C:28]([C:30]([F:31])([F:32])[F:33])[CH:27]=[CH:26][C:25]=1[C:34]1[CH:39]=[C:38]([CH:40]([CH3:42])[CH3:41])[C:37]([F:43])=[CH:36][C:35]=1[O:44][CH3:45])[C:13]1[CH:14]=[CH:15][CH:16]=[CH:17][CH:18]=1, predict the reactants needed to synthesize it. The reactants are: C(O[C:6](=[O:19])[NH:7][C@@H:8]([CH2:12][C:13]1[CH:18]=[CH:17][CH:16]=[CH:15][CH:14]=1)[C@H:9]([OH:11])[CH3:10])(C)(C)C.[H-].[Na+].Br[CH2:23][C:24]1[CH:29]=[C:28]([C:30]([F:33])([F:32])[F:31])[CH:27]=[CH:26][C:25]=1[C:34]1[CH:39]=[C:38]([CH:40]([CH3:42])[CH3:41])[C:37]([F:43])=[CH:36][C:35]=1[O:44][CH3:45]. (7) Given the product [CH3:43][O:42][C:39]1[CH:38]=[C:17]2[C:16]([CH:31]([CH:32]=[CH2:33])[CH2:30][C:19]([C:20]([O:22][CH2:23][CH3:24])=[O:21])([C:25]([O:27][CH2:28][CH3:29])=[O:26])[CH2:18]2)=[CH:41][CH:40]=1, predict the reactants needed to synthesize it. The reactants are: [In].[Cl-].[In+3].[Cl-].[Cl-].[Cl-].[Li+].C(N(C)C)CCC.I[C:16]1[CH:41]=[CH:40][C:39]([O:42][CH3:43])=[CH:38][C:17]=1[CH2:18][C:19]([CH2:30][CH:31]=[CH:32][CH2:33]OC(=O)C)([C:25]([O:27][CH2:28][CH3:29])=[O:26])[C:20]([O:22][CH2:23][CH3:24])=[O:21]. (8) Given the product [C:1]([O:8][CH3:9])(=[O:7])/[CH:2]=[CH:3]/[C:4]([O:6][CH2:11][CH2:12][O:13][C:14]([O:16][CH:17]([CH3:19])[CH3:18])=[O:15])=[O:5], predict the reactants needed to synthesize it. The reactants are: [C:1]([O:8][CH3:9])(=[O:7])/[CH:2]=[CH:3]/[C:4]([OH:6])=[O:5].Cl[CH2:11][CH2:12][O:13][C:14]([O:16][CH:17]([CH3:19])[CH3:18])=[O:15].